This data is from Reaction yield outcomes from USPTO patents with 853,638 reactions. The task is: Predict the reaction yield, written as a fraction of the theoretical maximum amount of product (1.0 means a 100% yield; for example, 0.34 means a 34% yield). (1) The reactants are [CH3:1][O:2][C:3](=[O:11])[CH2:4]P(OC)(OC)=O.[H-].[Na+].[Si:14]([O:21][CH2:22][CH2:23][CH2:24][CH2:25][CH:26]([C:33]([O:35][CH3:36])=[O:34])[C:27](=O)[C:28]([O:30][CH3:31])=[O:29])([C:17]([CH3:20])([CH3:19])[CH3:18])([CH3:16])[CH3:15]. The catalyst is C1COCC1. The product is [Si:14]([O:21][CH2:22][CH2:23][CH2:24][CH2:25]/[C:26](/[C:33]([O:35][CH3:36])=[O:34])=[C:27](/[C:28]([O:30][CH3:31])=[O:29])\[CH2:4][C:3]([O:2][CH3:1])=[O:11])([C:17]([CH3:20])([CH3:19])[CH3:18])([CH3:16])[CH3:15].[Si:14]([O:21][CH2:22][CH2:23][CH2:24][CH2:25]/[C:26](/[C:33]([O:35][CH3:36])=[O:34])=[C:27](\[C:28]([O:30][CH3:31])=[O:29])/[CH2:4][C:3]([O:2][CH3:1])=[O:11])([C:17]([CH3:20])([CH3:19])[CH3:18])([CH3:16])[CH3:15]. The yield is 0.540. (2) The reactants are [C:1]([O:5][C:6]([N:8]1[CH2:13][CH2:12][CH2:11][C@@H:10](NC2C=CC=CC=2N)[CH2:9]1)=[O:7])([CH3:4])([CH3:3])[CH3:2].CC[N:24]([CH2:27][CH3:28])CC.[C:29](Cl)(Cl)=[O:30]. The catalyst is C(Cl)Cl. The product is [C:1]([O:5][C:6]([N:8]1[CH2:9][CH2:10][CH2:11][CH2:12][C@@H:13]1[N:24]1[C:27]2[CH:28]=[CH:12][CH:11]=[CH:10][C:9]=2[NH:8][C:29]1=[O:30])=[O:7])([CH3:2])([CH3:3])[CH3:4]. The yield is 0.600.